Dataset: Full USPTO retrosynthesis dataset with 1.9M reactions from patents (1976-2016). Task: Predict the reactants needed to synthesize the given product. (1) Given the product [C:23]1([C:2]2[CH:7]=[C:6]([C:8]3[N:9]=[C:10]4[C:16]([C:17](=[O:22])[C:18]([CH3:21])([CH3:20])[CH3:19])=[CH:15][NH:14][C:11]4=[N:12][CH:13]=3)[CH:5]=[CH:4][N:3]=2)[CH2:27][CH2:26][CH2:25][CH:24]=1, predict the reactants needed to synthesize it. The reactants are: Cl[C:2]1[CH:7]=[C:6]([C:8]2[N:9]=[C:10]3[C:16]([C:17](=[O:22])[C:18]([CH3:21])([CH3:20])[CH3:19])=[CH:15][NH:14][C:11]3=[N:12][CH:13]=2)[CH:5]=[CH:4][N:3]=1.[C:23]1(B(O)O)[CH2:27][CH2:26][CH2:25][CH:24]=1.C(=O)([O-])[O-].[K+].[K+].C(Cl)Cl. (2) Given the product [C:8]([O:11][CH2:12][CH:13]=[C:14]([CH3:18])[C:15](=[O:16])[C:32]#[C:31][C:30]([CH3:33])=[CH:29][CH2:28][C:21]1[C:22]([CH3:27])([CH3:26])[CH2:23][CH2:24][CH2:25][C:20]=1[CH3:19])(=[O:10])[CH3:9], predict the reactants needed to synthesize it. The reactants are: C(N(CC)CC)C.[C:8]([O:11][CH2:12][CH:13]=[C:14]([CH3:18])[C:15](Cl)=[O:16])(=[O:10])[CH3:9].[CH3:19][C:20]1[CH2:25][CH2:24][CH2:23][C:22]([CH3:27])([CH3:26])[C:21]=1[CH2:28][CH:29]=[C:30]([CH3:33])[C:31]#[CH:32]. (3) Given the product [N+:16]([C:13]1[CH:12]=[CH:11][C:10]([CH2:9][C@@H:7]2[N:6]([C:19]([O:21][C:22]([CH3:23])([CH3:25])[CH3:24])=[O:20])[C:5](=[O:26])[C@@H:4]([CH2:1][CH:2]=[O:27])[CH2:8]2)=[CH:15][CH:14]=1)([O-:18])=[O:17], predict the reactants needed to synthesize it. The reactants are: [CH2:1]([C@H:4]1[CH2:8][C@H:7]([CH2:9][C:10]2[CH:15]=[CH:14][C:13]([N+:16]([O-:18])=[O:17])=[CH:12][CH:11]=2)[N:6]([C:19]([O:21][C:22]([CH3:25])([CH3:24])[CH3:23])=[O:20])[C:5]1=[O:26])[CH:2]=C.[O:27]=[O+][O-].CS(C)=O. (4) The reactants are: [CH2:1]([S:8][CH2:9][C@H:10]1[CH2:19][C@@:18]23[CH2:20][CH2:21][C@:11]1([O:36][CH3:37])[C@@H:12]1[O:29][C:27]4=[C:28]5[C@@:13]12[CH2:14][CH2:15][N:16]([CH2:32][CH:33]1[CH2:35][CH2:34]1)[C@@H:17]3[CH2:22][C:23]5=[CH:24][CH:25]=[C:26]4[O:30][CH3:31])[C:2]1[CH:7]=[CH:6][CH:5]=[CH:4][CH:3]=1.ClC1C=CC=C(C(OO)=[O:46])C=1. Given the product [CH2:1]([S:8]([CH2:9][C@H:10]1[CH2:19][C@@:18]23[CH2:20][CH2:21][C@:11]1([O:36][CH3:37])[C@@H:12]1[O:29][C:27]4=[C:28]5[C@@:13]12[CH2:14][CH2:15][N:16]([CH2:32][CH:33]1[CH2:35][CH2:34]1)[C@@H:17]3[CH2:22][C:23]5=[CH:24][CH:25]=[C:26]4[O:30][CH3:31])=[O:46])[C:2]1[CH:3]=[CH:4][CH:5]=[CH:6][CH:7]=1, predict the reactants needed to synthesize it. (5) Given the product [F:43][C:39]1[CH:40]=[CH:41][CH:42]=[C:13]([NH:12][C:10](=[O:11])[CH:9]([OH:8])[CH:44]([C:51]2[CH:52]=[CH:53][CH:54]=[CH:55][CH:56]=2)[C:45]2[CH:50]=[CH:49][CH:48]=[CH:47][CH:46]=2)[C:14]=1[CH2:15][CH2:16][C@@H:17]1[N:22]([S:23]([C:26]2[CH:31]=[CH:30][CH:29]=[CH:28][CH:27]=2)(=[O:25])=[O:24])[CH2:21][CH2:20][N:19]([C:32]([O:34][C:35]([CH3:38])([CH3:37])[CH3:36])=[O:33])[CH2:18]1, predict the reactants needed to synthesize it. The reactants are: C([O:8][CH:9]([CH:44]([C:51]1[CH:56]=[CH:55][CH:54]=[CH:53][CH:52]=1)[C:45]1[CH:50]=[CH:49][CH:48]=[CH:47][CH:46]=1)[C:10]([NH:12][C:13]1[CH:42]=[CH:41][CH:40]=[C:39]([F:43])[C:14]=1[CH2:15][CH2:16][C@@H:17]1[N:22]([S:23]([C:26]2[CH:31]=[CH:30][CH:29]=[CH:28][CH:27]=2)(=[O:25])=[O:24])[CH2:21][CH2:20][N:19]([C:32]([O:34][C:35]([CH3:38])([CH3:37])[CH3:36])=[O:33])[CH2:18]1)=[O:11])C1C=CC=CC=1. (6) Given the product [F:2][C:3]1([F:7])[CH2:6][N:5]([C:9]2[CH:14]=[CH:13][C:12]([N+:15]([O-:17])=[O:16])=[CH:11][N:10]=2)[CH2:4]1, predict the reactants needed to synthesize it. The reactants are: Cl.[F:2][C:3]1([F:7])[CH2:6][NH:5][CH2:4]1.Cl[C:9]1[CH:14]=[CH:13][C:12]([N+:15]([O-:17])=[O:16])=[CH:11][N:10]=1.C(N(CC)CC)C.O. (7) Given the product [CH2:1]([O:3][C@H:4]1[CH2:9][CH2:8][N:7]([CH2:10][C:11]2[C:19]([O:20][CH3:21])=[CH:18][C:17]([CH3:22])=[C:16]3[C:12]=2[CH:13]=[CH:14][NH:15]3)[C@H:6]([C:30]2[CH:31]=[CH:32][C:33]([C:36]([O:38][CH3:39])=[O:37])=[CH:34][CH:35]=2)[CH2:5]1)[CH3:2], predict the reactants needed to synthesize it. The reactants are: [CH2:1]([O:3][C@H:4]1[CH2:9][CH2:8][N:7]([CH2:10][C:11]2[C:19]([O:20][CH3:21])=[CH:18][C:17]([CH3:22])=[C:16]3[C:12]=2[CH:13]=[CH:14][N:15]3C(OC(C)(C)C)=O)[C@H:6]([C:30]2[CH:35]=[CH:34][C:33]([C:36]([O:38][CH3:39])=[O:37])=[CH:32][CH:31]=2)[CH2:5]1)[CH3:2].C([O-])([O-])=O.[K+].[K+].C[Si](C=[N+]=[N-])(C)C. (8) Given the product [CH2:10]([O:9][C:3](=[O:8])[CH2:4][C:5](=[O:6])[CH2:7][CH2:28][C:27]1[CH:30]=[CH:31][C:24]([F:23])=[CH:25][CH:26]=1)[CH3:11], predict the reactants needed to synthesize it. The reactants are: [H-].[Na+].[C:3]([O:9][CH2:10][CH3:11])(=[O:8])[CH2:4][C:5]([CH3:7])=[O:6].[Li]CCCC.C1CCCCC1.[F:23][C:24]1[CH:31]=[CH:30][C:27]([CH2:28]Br)=[CH:26][CH:25]=1. (9) Given the product [CH2:1]([O:3][C:4](=[O:23])[CH2:5][CH2:6][C:7]1[CH:12]=[CH:11][C:10]([CH:13]([NH:15][C:16]([O:18][C:19]([CH3:20])([CH3:22])[CH3:21])=[O:17])[CH3:14])=[CH:9][CH:8]=1)[CH3:2], predict the reactants needed to synthesize it. The reactants are: [CH2:1]([O:3][C:4](=[O:23])[CH:5]=[CH:6][C:7]1[CH:12]=[CH:11][C:10]([CH:13]([NH:15][C:16]([O:18][C:19]([CH3:22])([CH3:21])[CH3:20])=[O:17])[CH3:14])=[CH:9][CH:8]=1)[CH3:2].